From a dataset of Reaction yield outcomes from USPTO patents with 853,638 reactions. Predict the reaction yield, written as a fraction of the theoretical maximum amount of product (1.0 means a 100% yield; for example, 0.34 means a 34% yield). The reactants are [CH3:1][C:2]([NH:10][C:11]([C:13]1[CH:18]=[CH:17][C:16](Br)=[C:15]([O:20][CH2:21][CH:22]2[CH2:24][CH2:23]2)[N:14]=1)=[O:12])([C:4]1[N:8]=[C:7]([CH3:9])[O:6][N:5]=1)[CH3:3].C(=O)([O-])[O-].[Cs+].[Cs+].Cl.[NH:32]1[CH2:35][CH:34]([OH:36])[CH2:33]1. The catalyst is C1(C)C=CC=CC=1.C(OCC)(=O)C.O. The product is [CH3:1][C:2]([NH:10][C:11]([C:13]1[CH:18]=[CH:17][C:16]([N:32]2[CH2:35][CH:34]([OH:36])[CH2:33]2)=[C:15]([O:20][CH2:21][CH:22]2[CH2:24][CH2:23]2)[N:14]=1)=[O:12])([C:4]1[N:8]=[C:7]([CH3:9])[O:6][N:5]=1)[CH3:3]. The yield is 0.540.